This data is from Forward reaction prediction with 1.9M reactions from USPTO patents (1976-2016). The task is: Predict the product of the given reaction. (1) Given the reactants [OH:1][C@@H:2]([C:6]1[CH:11]=[CH:10][CH:9]=[C:8]([O:12][CH2:13][CH:14]2[CH2:19][CH2:18][O:17][CH2:16][CH2:15]2)[CH:7]=1)[CH2:3][C:4]#[N:5].CO, predict the reaction product. The product is: [NH2:5][CH2:4][CH2:3][C@H:2]([C:6]1[CH:11]=[CH:10][CH:9]=[C:8]([O:12][CH2:13][CH:14]2[CH2:19][CH2:18][O:17][CH2:16][CH2:15]2)[CH:7]=1)[OH:1]. (2) Given the reactants [Cl:1][C:2]1[CH:3]=[C:4]([CH2:9][C:10]([O:12][CH3:13])=[O:11])[CH:5]=[CH:6][C:7]=1[Cl:8].CC(NC1C=CC(S([N:27]=[N+:28]=[N-])(=O)=O)=CC=1)=O.C1CCN2C(=NCCC2)CC1.[NH4+].[Cl-], predict the reaction product. The product is: [N+:27](=[C:9]([C:4]1[CH:5]=[CH:6][C:7]([Cl:8])=[C:2]([Cl:1])[CH:3]=1)[C:10]([O:12][CH3:13])=[O:11])=[N-:28]. (3) Given the reactants [C:1]([C:3]1[C:26]([F:27])=[CH:25][C:6]2[O:7][C:8]3[CH:23]=[CH:22][CH:21]=[C:20]([F:24])[C:9]=3[C@H:10]3[C@H:15]([NH:16][C:17](=[O:19])[CH3:18])[CH2:14][CH2:13][CH2:12][N:11]3[C:5]=2[CH:4]=1)#[N:2].C1C(=O)N([Cl:35])C(=O)C1, predict the reaction product. The product is: [Cl:35][C:4]1[C:5]2[N:11]3[CH2:12][CH2:13][CH2:14][C@@H:15]([NH:16][C:17](=[O:19])[CH3:18])[C@@H:10]3[C:9]3[C:20]([F:24])=[CH:21][CH:22]=[CH:23][C:8]=3[O:7][C:6]=2[CH:25]=[C:26]([F:27])[C:3]=1[C:1]#[N:2].